Dataset: Catalyst prediction with 721,799 reactions and 888 catalyst types from USPTO. Task: Predict which catalyst facilitates the given reaction. (1) Reactant: [Cl:1][C:2]1[CH:10]=[CH:9][CH:8]=[C:7]2[C:3]=1[C:4]([C:11]([NH:13][CH2:14][CH:15]1[CH2:20][CH2:19][C:18]([F:22])([F:21])[CH2:17][CH2:16]1)=[O:12])=[CH:5][NH:6]2.O[CH2:24][C@@H:25]1[CH2:29][CH2:28][CH2:27][N:26]1C(OC(C)(C)C)=O.C(O)(C(F)(F)F)=O. Product: [Cl:1][C:2]1[CH:10]=[CH:9][CH:8]=[C:7]2[C:3]=1[C:4]([C:11]([NH:13][CH2:14][CH:15]1[CH2:20][CH2:19][C:18]([F:21])([F:22])[CH2:17][CH2:16]1)=[O:12])=[CH:5][N:6]2[CH2:24][C@@H:25]1[CH2:29][CH2:28][CH2:27][NH:26]1. The catalyst class is: 308. (2) Reactant: CO.C[O-].[Na+].Cl.[NH2:7][C:8]([NH2:10])=[NH:9].Cl.Cl[C:13]([C:15]1[C:23]2[C:18](=[N:19][CH:20]=[CH:21][CH:22]=2)[N:17]([C:24]2[CH:29]=[CH:28][N:27]=[CH:26][CH:25]=2)[CH:16]=1)=[O:14]. Product: [N:27]1[CH:28]=[CH:29][C:24]([N:17]2[C:18]3=[N:19][CH:20]=[CH:21][CH:22]=[C:23]3[C:15]([C:13]([NH:9][C:8]([NH2:10])=[NH:7])=[O:14])=[CH:16]2)=[CH:25][CH:26]=1. The catalyst class is: 217. (3) Reactant: [CH3:1][O:2][C:3]1[CH:4]=[C:5]([NH:11][C:12]2[C:13]3[CH2:22][CH2:21][CH2:20][C:14]=3[N:15]=[C:16](SC)[N:17]=2)[CH:6]=[C:7]([O:9][CH3:10])[CH:8]=1. Product: [CH3:10][O:9][C:7]1[CH:6]=[C:5]([NH:11][C:12]2[C:13]3[CH2:22][CH2:21][CH2:20][C:14]=3[N:15]=[CH:16][N:17]=2)[CH:4]=[C:3]([O:2][CH3:1])[CH:8]=1. The catalyst class is: 470. (4) Reactant: [Cl:1][C:2]1[CH:7]=[C:6]([NH:8][C:9]2[CH:14]=[CH:13][C:12]([F:15])=[CH:11][C:10]=2[F:16])[CH:5]=[CH:4][C:3]=1[C:17]([C:19]1[CH:24]=[C:23]([C:25]#[C:26][Si](C)(C)C)[CH:22]=[CH:21][C:20]=1[CH3:31])=[O:18].C([O-])([O-])=O.[K+].[K+].CCOC(C)=O.O. Product: [Cl:1][C:2]1[CH:7]=[C:6]([NH:8][C:9]2[CH:14]=[CH:13][C:12]([F:15])=[CH:11][C:10]=2[F:16])[CH:5]=[CH:4][C:3]=1[C:17]([C:19]1[CH:24]=[C:23]([C:25]#[CH:26])[CH:22]=[CH:21][C:20]=1[CH3:31])=[O:18]. The catalyst class is: 5. (5) Reactant: [CH3:1][C@H:2]1[CH2:7][C@H:6](OS(C)(=O)=O)[CH2:5][CH2:4][N:3]1[C:13]([O:15][C:16]([CH3:19])([CH3:18])[CH3:17])=[O:14].[N-:20]=[N+:21]=[N-:22].[Na+]. Product: [N:20]([C@H:6]1[CH2:5][CH2:4][N:3]([C:13]([O:15][C:16]([CH3:19])([CH3:18])[CH3:17])=[O:14])[C@@H:2]([CH3:1])[CH2:7]1)=[N+:21]=[N-:22]. The catalyst class is: 18.